This data is from Forward reaction prediction with 1.9M reactions from USPTO patents (1976-2016). The task is: Predict the product of the given reaction. (1) The product is: [CH2:3]([P:4]([CH2:17][C:16]1[CH:19]=[CH:20][C:13]([N+:10]([O-:12])=[O:11])=[CH:14][CH:15]=1)(=[O:24])[O:6][CH2:7][CH3:8])[CH3:2]. Given the reactants Cl[CH:2](Cl)[CH2:3][PH2:4].[O-:6][CH2:7][CH3:8].[Na+].[N+:10]([C:13]1[CH:20]=[CH:19][C:16]([CH2:17]Br)=[CH:15][CH:14]=1)([O-:12])=[O:11].C1C[O:24]CC1, predict the reaction product. (2) Given the reactants [C:1]1([OH:7])[CH:6]=[CH:5][CH:4]=[CH:3][CH:2]=1.O.[F:9][CH:10]([F:13])[CH:11]=[O:12], predict the reaction product. The product is: [F:9][CH:10]([F:13])[CH:11]([C:4]1[CH:5]=[CH:6][C:1]([OH:7])=[CH:2][CH:3]=1)[OH:12]. (3) The product is: [C:1]12([PH:11][C:12]34[CH2:13][CH:14]5[CH2:15][CH:16]([CH2:17][CH:18]([CH2:20]5)[CH2:19]3)[CH2:21]4)[CH2:2][CH:3]3[CH2:9][CH:7]([CH2:6][CH:5]([CH2:4]3)[CH2:10]1)[CH2:8]2. Given the reactants [C:1]12([PH:11](=O)[C:12]34[CH2:21][CH:16]5[CH2:17][CH:18]([CH2:20][CH:14]([CH2:15]5)[CH2:13]3)[CH2:19]4)[CH2:10][CH:5]3[CH2:6][CH:7]([CH2:9][CH:3]([CH2:4]3)[CH2:2]1)[CH2:8]2.C12(P(Cl)(C34CC5CC(CC(C5)C3)C4)=O)CC3CC(CC(C3)C1)C2, predict the reaction product. (4) Given the reactants [CH2:1]([C:3]1[N:4]=[C:5]2[CH:10]=[CH:9][CH:8]=[C:7]([CH2:11][N:12]([C:26](OC(C)(C)C)=[O:27])[CH2:13][CH2:14][CH2:15][CH2:16][CH2:17][NH:18][S:19]([C:22]([F:25])([F:24])[F:23])(=[O:21])=[O:20])[N:6]2[C:33]=1C(=O)C(Cl)(Cl)Cl)[CH3:2].I[Si](C)(C)C.C(=O)([O-])O.[Na+], predict the reaction product. The product is: [CH2:1]([C:3]1[N:4]=[C:5]2[N:6]3[C:7]([CH2:11][N:12]([CH2:13][CH2:14][CH2:15][CH2:16][CH2:17][NH:18][S:19]([C:22]([F:25])([F:23])[F:24])(=[O:20])=[O:21])[C:26](=[O:27])[C:33]=13)=[CH:8][CH:9]=[CH:10]2)[CH3:2]. (5) Given the reactants [Br:1][C:2]1[CH:7]=[CH:6][C:5]([CH2:8][CH2:9][OH:10])=[C:4]([CH3:11])[CH:3]=1.Br[C:13]1C=CC(C=C)=C(CC)C=1.B1C2CCCC1CCC2, predict the reaction product. The product is: [Br:1][C:2]1[CH:7]=[CH:6][C:5]([CH2:8][CH2:9][OH:10])=[C:4]([CH2:11][CH3:13])[CH:3]=1. (6) Given the reactants C([O:8][C:9]1[CH:14]=CN=[C:11]([NH:15][C:16]2[CH:21]=[CH:20][C:19]([C:22]3[N:23]=[C:24]([N:35]4[CH2:40][CH2:39][O:38][CH2:37][C@@H:36]4[CH3:41])[C:25]4[CH2:31][CH2:30][N:29]([CH:32]([CH3:34])[CH3:33])[CH2:28][C:26]=4[N:27]=3)=[CH:18][CH:17]=2)[N:10]=1)C1C=CC=CC=1.CO.O1CC[CH2:46][CH2:45]1, predict the reaction product. The product is: [CH:32]([N:29]1[CH2:30][CH2:31][C:25]2[C:24]([N:35]3[CH2:40][CH2:39][O:38][CH2:37][C@@H:36]3[CH3:41])=[N:23][C:22]([C:19]3[CH:18]=[CH:17][C:16]([NH:15][C:11]4[NH:10][C:9](=[O:8])[CH:14]=[CH:46][CH:45]=4)=[CH:21][CH:20]=3)=[N:27][C:26]=2[CH2:28]1)([CH3:34])[CH3:33]. (7) Given the reactants [F:1][C:2]1[C:7](F)=[CH:6][C:5]([NH2:9])=[C:4]([N+:10]([O-:12])=[O:11])[CH:3]=1.C(=O)([O-])[O-].[K+].[K+].[CH2:19]([SH:22])[CH2:20][CH3:21], predict the reaction product. The product is: [F:1][C:2]1[C:7]([S:22][CH2:19][CH2:20][CH3:21])=[CH:6][C:5]([NH2:9])=[C:4]([N+:10]([O-:12])=[O:11])[CH:3]=1.